From a dataset of NCI-60 drug combinations with 297,098 pairs across 59 cell lines. Regression. Given two drug SMILES strings and cell line genomic features, predict the synergy score measuring deviation from expected non-interaction effect. (1) Drug 1: CC1C(C(CC(O1)OC2CC(CC3=C2C(=C4C(=C3O)C(=O)C5=C(C4=O)C(=CC=C5)OC)O)(C(=O)C)O)N)O.Cl. Synergy scores: CSS=26.8, Synergy_ZIP=-8.71, Synergy_Bliss=-1.50, Synergy_Loewe=-4.50, Synergy_HSA=0.313. Drug 2: C1=C(C(=O)NC(=O)N1)N(CCCl)CCCl. Cell line: A498. (2) Drug 1: CC1=C(C=C(C=C1)NC(=O)C2=CC=C(C=C2)CN3CCN(CC3)C)NC4=NC=CC(=N4)C5=CN=CC=C5. Drug 2: C(CCl)NC(=O)N(CCCl)N=O. Cell line: NCI-H522. Synergy scores: CSS=12.0, Synergy_ZIP=-0.699, Synergy_Bliss=5.32, Synergy_Loewe=2.37, Synergy_HSA=2.29. (3) Drug 1: CC1=C(C=C(C=C1)NC(=O)C2=CC=C(C=C2)CN3CCN(CC3)C)NC4=NC=CC(=N4)C5=CN=CC=C5. Cell line: OVCAR-5. Drug 2: C1=NC2=C(N=C(N=C2N1C3C(C(C(O3)CO)O)F)Cl)N. Synergy scores: CSS=6.31, Synergy_ZIP=0.443, Synergy_Bliss=2.46, Synergy_Loewe=-0.309, Synergy_HSA=1.04. (4) Drug 2: CC1CCCC2(C(O2)CC(NC(=O)CC(C(C(=O)C(C1O)C)(C)C)O)C(=CC3=CSC(=N3)C)C)C. Cell line: SR. Synergy scores: CSS=51.4, Synergy_ZIP=0.916, Synergy_Bliss=-0.00964, Synergy_Loewe=-35.9, Synergy_HSA=-0.269. Drug 1: C1=NNC2=C1C(=O)NC=N2.